Dataset: Forward reaction prediction with 1.9M reactions from USPTO patents (1976-2016). Task: Predict the product of the given reaction. (1) Given the reactants I[C:2]1[CH:3]=[C:4]2[C:9](=[CH:10][CH:11]=1)[C@H:8]([CH2:12][N:13]1[CH2:16][CH:15]([OH:17])[CH2:14]1)[CH2:7][CH2:6][CH2:5]2.C1(P(C2C=CC=CC=2)C2C3OC4C(=CC=CC=4P(C4C=CC=CC=4)C4C=CC=CC=4)C(C)(C)C=3C=CC=2)C=CC=CC=1.C(N(C(C)C)CC)(C)C.[F:69][C:70]1[CH:71]=[C:72]([SH:76])[CH:73]=[CH:74][CH:75]=1, predict the reaction product. The product is: [NH4+:13].[OH-:17].[F:69][C:70]1[CH:71]=[C:72]([S:76][C:2]2[CH:3]=[C:4]3[C:9](=[CH:10][CH:11]=2)[C@H:8]([CH2:12][N:13]2[CH2:16][CH:15]([OH:17])[CH2:14]2)[CH2:7][CH2:6][CH2:5]3)[CH:73]=[CH:74][CH:75]=1. (2) Given the reactants [CH:1]1([N:4]2[C:13]3[C:8](=[CH:9][C:10]([F:19])=[C:11](F)[C:12]=3[O:14][CH:15]([F:17])[F:16])[C:7](=[O:20])[NH:6][C:5]2=[O:21])[CH2:3][CH2:2]1.[C:22]([O:26][C:27](=[O:36])[NH:28][C@H:29]([C@@H:31]1[CH2:35][CH2:34][NH:33][CH2:32]1)[CH3:30])([CH3:25])([CH3:24])[CH3:23].[Cl-].[NH4+], predict the reaction product. The product is: [C:22]([O:26][C:27](=[O:36])[NH:28][C@H:29]([C@@H:31]1[CH2:35][CH2:34][N:33]([C:11]2[C:12]([O:14][CH:15]([F:17])[F:16])=[C:13]3[C:8]([C:7](=[O:20])[NH:6][C:5](=[O:21])[N:4]3[CH:1]3[CH2:3][CH2:2]3)=[CH:9][C:10]=2[F:19])[CH2:32]1)[CH3:30])([CH3:23])([CH3:24])[CH3:25]. (3) Given the reactants [Al+3].[Cl-].[Cl-].[Cl-].Cl[C:6](=[O:12])[C:7]([O:9][CH2:10][CH3:11])=[O:8].[CH:13]1([S:16][C:17]2[CH:22]=[CH:21][CH:20]=[CH:19][CH:18]=2)[CH2:15][CH2:14]1, predict the reaction product. The product is: [CH:13]1([S:16][C:17]2[CH:22]=[CH:21][C:20]([C:6](=[O:12])[C:7]([O:9][CH2:10][CH3:11])=[O:8])=[CH:19][CH:18]=2)[CH2:15][CH2:14]1. (4) Given the reactants [Cl:1][C:2]1[S:6][C:5]([S:7]([NH:10][C:11]2[CH:19]=[CH:18][C:14]([C:15]([OH:17])=[O:16])=[C:13]([OH:20])[CH:12]=2)(=[O:9])=[O:8])=[CH:4][C:3]=1[C:21]1[CH:26]=[CH:25][CH:24]=[CH:23][CH:22]=1.[CH2:27](O)[CH2:28][OH:29], predict the reaction product. The product is: [Cl:1][C:2]1[S:6][C:5]([S:7]([NH:10][C:11]2[CH:19]=[CH:18][C:14]([C:15]([O:17][CH2:27][CH2:28][OH:29])=[O:16])=[C:13]([OH:20])[CH:12]=2)(=[O:9])=[O:8])=[CH:4][C:3]=1[C:21]1[CH:22]=[CH:23][CH:24]=[CH:25][CH:26]=1. (5) Given the reactants [CH3:1][C:2]1[N:6]([CH2:7][C:8]([O:10][CH3:11])=[O:9])[C:5]2[S:12][CH:13]=[CH:14][C:4]=2[CH:3]=1.[Cl-].C([Al+]CC)C.[N:21]1[C:30]2[C:25](=[CH:26][CH:27]=[CH:28][CH:29]=2)[CH:24]=[CH:23][C:22]=1[C:31](Cl)=[O:32].Cl, predict the reaction product. The product is: [CH3:1][C:2]1[N:6]([CH2:7][C:8]([O:10][CH3:11])=[O:9])[C:5]2[S:12][CH:13]=[CH:14][C:4]=2[C:3]=1[C:31]([C:22]1[CH:23]=[CH:24][C:25]2[C:30](=[CH:29][CH:28]=[CH:27][CH:26]=2)[N:21]=1)=[O:32].